Dataset: Catalyst prediction with 721,799 reactions and 888 catalyst types from USPTO. Task: Predict which catalyst facilitates the given reaction. (1) Reactant: Cl[C:2]1[C:7]([CH2:8][N:9]([CH3:20])[C@@H:10]2[C:19]3[C:14](=[CH:15][CH:16]=[CH:17][CH:18]=3)[CH2:13][CH2:12][CH2:11]2)=[C:6]([CH3:21])[N:5]=[C:4]([C:22]2[C:27]([CH2:28][CH3:29])=[CH:26][CH:25]=[CH:24][C:23]=2[CH2:30][CH3:31])[N:3]=1.CC(N(C)C)=O.[O:38]1[C:42]2([CH2:47][CH2:46][NH:45][CH2:44][CH2:43]2)OCC1.C([O-])(O)=O.[Na+]. Product: [CH2:28]([C:27]1[CH:26]=[CH:25][CH:24]=[C:23]([CH2:30][CH3:31])[C:22]=1[C:4]1[N:3]=[C:2]([N:45]2[CH2:44][CH2:43][C:42](=[O:38])[CH2:47][CH2:46]2)[C:7]([CH2:8][N:9]([CH3:20])[C@@H:10]2[C:19]3[C:14](=[CH:15][CH:16]=[CH:17][CH:18]=3)[CH2:13][CH2:12][CH2:11]2)=[C:6]([CH3:21])[N:5]=1)[CH3:29]. The catalyst class is: 25. (2) The catalyst class is: 2. Product: [CH2:9]([O:11][C:12](=[O:21])[CH2:13][CH2:14][CH:15]1[CH2:20][CH2:19][CH2:18][CH2:17][N:16]1[S:30]([C:25]1[CH:26]=[C:27]([CH3:29])[C:28]([Cl:8])=[CH:23][C:24]=1[CH3:34])(=[O:32])=[O:31])[CH3:10]. Reactant: C(N(CC)CC)C.[ClH:8].[CH2:9]([O:11][C:12](=[O:21])[CH2:13][CH2:14][CH:15]1[CH2:20][CH2:19][CH2:18][CH2:17][NH:16]1)[CH3:10].Cl[C:23]1[C:24]([CH3:34])=[C:25]([S:30](Cl)(=[O:32])=[O:31])[CH:26]=[C:27]([CH3:29])[CH:28]=1.O. (3) Reactant: [OH:1][C@H:2]1[CH2:7][CH2:6][C@@H:5]([NH:8][C:9]2[C:14]([C:15]#[N:16])=[CH:13][N:12]=[C:11](S(C)(=O)=O)[N:10]=2)[CH2:4][C:3]1([CH3:22])[CH3:21].[NH2:23][CH2:24][CH2:25][C:26]1[CH:31]=[C:30]([Cl:32])[CH:29]=[CH:28][C:27]=1[S:33]([NH2:36])(=[O:35])=[O:34].CCN(C(C)C)C(C)C. Product: [Cl:32][C:30]1[CH:29]=[CH:28][C:27]([S:33]([NH2:36])(=[O:35])=[O:34])=[C:26]([CH2:25][CH2:24][NH:23][C:11]2[N:10]=[C:9]([NH:8][C@@H:5]3[CH2:6][CH2:7][C@H:2]([OH:1])[C:3]([CH3:21])([CH3:22])[CH2:4]3)[C:14]([C:15]#[N:16])=[CH:13][N:12]=2)[CH:31]=1. The catalyst class is: 1. (4) Reactant: [NH2:1][C:2]1[CH:7]=[C:6]([S:8]([OH:11])(=[O:10])=[O:9])[C:5]([CH3:12])=[CH:4][C:3]=1[CH3:13].Cl.[N:15]([O-])=O.[Na+].[NH2:19][C:20]1[CH:21]=[CH:22][C:23]([CH3:27])=[C:24]([OH:26])[CH:25]=1. Product: [NH2:19][C:20]1[CH:25]=[C:24]([OH:26])[C:23]([CH3:27])=[CH:22][C:21]=1[N:15]=[N:1][C:2]1[C:3]([CH3:13])=[CH:4][C:5]([CH3:12])=[C:6]([S:8]([OH:11])(=[O:9])=[O:10])[CH:7]=1. The catalyst class is: 74. (5) Reactant: [Br:1][C:2]1[CH:14]=[CH:13][C:12]([C:15](=[O:17])[NH2:16])=[C:11]2[C:3]=1[C:4]1[CH2:5][CH2:6][CH:7]([C:18]([OH:20])=O)[CH2:8][C:9]=1[NH:10]2.ClC(OCC(C)C)=O.Cl.[CH3:30][NH:31][O:32][CH3:33]. Product: [Br:1][C:2]1[CH:14]=[CH:13][C:12]([C:15]([NH2:16])=[O:17])=[C:11]2[C:3]=1[C:4]1[CH2:5][CH2:6][CH:7]([C:18]([N:31]([O:32][CH3:33])[CH3:30])=[O:20])[CH2:8][C:9]=1[NH:10]2. The catalyst class is: 569.